Dataset: Reaction yield outcomes from USPTO patents with 853,638 reactions. Task: Predict the reaction yield, written as a fraction of the theoretical maximum amount of product (1.0 means a 100% yield; for example, 0.34 means a 34% yield). (1) The reactants are [CH2:1]([C:3]1[CH:8]=[CH:7][N:6]=[C:5]([NH2:9])[CH:4]=1)[CH3:2].OS(O)(=O)=O.[N+:15]([O-])(O)=O. The catalyst is OS(O)(=O)=O.[OH-].[Na+].[Zn]. The product is [CH2:1]([C:3]1[CH:8]=[CH:7][N:6]=[C:5]([NH:9][NH2:15])[CH:4]=1)[CH3:2]. The yield is 0.770. (2) The reactants are [Cl:1][C:2]1[N:7]=[CH:6][C:5]([C:8]2[C:9]([CH2:19]C(C)C)=[C:10]([S:15]([O-])(=O)=O)C=CC=2C)=[CH:4][CH:3]=1.[CH2:23]1COCC1. The catalyst is CCOCC. The product is [Cl:1][C:2]1[CH:3]=[CH:4][C:5]([CH2:8][CH:9]([CH3:19])[CH2:10][S:15][CH3:23])=[CH:6][N:7]=1. The yield is 0.930.